This data is from Full USPTO retrosynthesis dataset with 1.9M reactions from patents (1976-2016). The task is: Predict the reactants needed to synthesize the given product. (1) Given the product [C:21]([O:20][C:18](=[O:19])[NH:17][C@H:14]1[CH2:15][CH2:16][N:12]([C:8]2[C:7]([Cl:25])=[C:6]3[C:5]([C:4](=[O:3])[NH:29][C:27](=[O:28])[N:26]3[CH:30]3[CH2:32][CH2:31]3)=[CH:10][C:9]=2[F:11])[CH2:13]1)([CH3:23])([CH3:22])[CH3:24], predict the reactants needed to synthesize it. The reactants are: C([O:3][C:4](=O)[C:5]1[CH:10]=[C:9]([F:11])[C:8]([N:12]2[CH2:16][CH2:15][C@H:14]([NH:17][C:18]([O:20][C:21]([CH3:24])([CH3:23])[CH3:22])=[O:19])[CH2:13]2)=[C:7]([Cl:25])[C:6]=1[N:26]([CH:30]1[CH2:32][CH2:31]1)[C:27]([NH2:29])=[O:28])C. (2) Given the product [C:24]([C:25]1[N:30]2[N:31]=[C:32]([NH:34][C:35]([CH:37]3[CH2:38][CH2:39]3)=[O:36])[N:33]=[C:29]2[CH:28]=[CH:27][CH:26]=1)#[CH:23], predict the reactants needed to synthesize it. The reactants are: CCCC[N+](CCCC)(CCCC)CCCC.[F-].C[Si]([C:23]#[C:24][C:25]1[N:30]2[N:31]=[C:32]([NH:34][C:35]([CH:37]3[CH2:39][CH2:38]3)=[O:36])[N:33]=[C:29]2[CH:28]=[CH:27][CH:26]=1)(C)C.